From a dataset of Forward reaction prediction with 1.9M reactions from USPTO patents (1976-2016). Predict the product of the given reaction. (1) Given the reactants [N+:1]([CH:4]=[CH:5][C:6]1[CH:14]=[CH:13][CH:12]=[C:11]2[C:7]=1[CH:8]=[CH:9][NH:10]2)([O-])=O.CC(C[AlH]CC(C)C)C.CCOC(C)=O.[OH-].[K+], predict the reaction product. The product is: [NH2:1][CH2:4][CH2:5][C:6]1[CH:14]=[CH:13][CH:12]=[C:11]2[C:7]=1[CH:8]=[CH:9][NH:10]2. (2) Given the reactants [C:1]([C:5]1[CH:6]=[C:7]([C:15]2[CH:16]=[CH:17][C:18]([O:25][CH3:26])=[C:19]3[C:23]=2[CH2:22][C:21]([CH3:24])=[CH:20]3)[CH:8]=[C:9]([C:11]([CH3:14])([CH3:13])[CH3:12])[CH:10]=1)([CH3:4])([CH3:3])[CH3:2].[Li]CCCC.[CH3:32][C:33]1[CH:34]([Si:54](Cl)([CH3:56])[CH3:55])[C:35]2[C:40]([CH:41]=1)=[C:39]([C:42]1[CH:47]=[CH:46][CH:45]=[CH:44][CH:43]=1)[C:38]([O:48][CH3:49])=[C:37]([C:50]([CH3:53])([CH3:52])[CH3:51])[CH:36]=2.O, predict the reaction product. The product is: [CH3:32][C:33]1[CH:34]([Si:54]([CH:20]2[C:19]3[C:23](=[C:15]([C:7]4[CH:6]=[C:5]([C:1]([CH3:2])([CH3:3])[CH3:4])[CH:10]=[C:9]([C:11]([CH3:14])([CH3:13])[CH3:12])[CH:8]=4)[CH:16]=[CH:17][C:18]=3[O:25][CH3:26])[CH:22]=[C:21]2[CH3:24])([CH3:55])[CH3:56])[C:35]2[C:40]([CH:41]=1)=[C:39]([C:42]1[CH:43]=[CH:44][CH:45]=[CH:46][CH:47]=1)[C:38]([O:48][CH3:49])=[C:37]([C:50]([CH3:51])([CH3:52])[CH3:53])[CH:36]=2. (3) Given the reactants O[C:2]1[CH:11]=[CH:10][C:5]([C:6]([O:8][CH3:9])=[O:7])=[C:4]([O:12][CH3:13])[CH:3]=1.Cl[CH2:15][C:16](=[O:18])[CH3:17].C(=O)([O-])[O-:20].[K+].[K+].CN(C)C=O, predict the reaction product. The product is: [CH3:9][O:8][C:6](=[O:7])[C:5]1[CH:10]=[C:11]([O:20][CH2:15][C:16](=[O:18])[CH3:17])[CH:2]=[CH:3][C:4]=1[O:12][CH3:13]. (4) Given the reactants CC1C=CC(S(O[CH2:12][C:13]([OH:41])([CH3:40])[CH2:14][O:15][C:16]2[CH:17]=[C:18]3[C:23](=[CH:24][CH:25]=2)[N:22]=[CH:21][N:20]([C:26]2[CH:31]=[C:30]([C:32]([NH:34][CH:35]4[CH2:37][CH2:36]4)=[O:33])[CH:29]=[CH:28][C:27]=2[CH3:38])[C:19]3=[O:39])(=O)=O)=CC=1.C(=O)([O-])[O-].[K+].[K+].[NH:48]1[CH2:52][CH2:51][CH2:50][CH2:49]1, predict the reaction product. The product is: [CH:35]1([NH:34][C:32](=[O:33])[C:30]2[CH:29]=[CH:28][C:27]([CH3:38])=[C:26]([N:20]3[C:19](=[O:39])[C:18]4[C:23](=[CH:24][CH:25]=[C:16]([O:15][CH2:14][C:13]([OH:41])([CH3:40])[CH2:12][N:48]5[CH2:52][CH2:51][CH2:50][CH2:49]5)[CH:17]=4)[N:22]=[CH:21]3)[CH:31]=2)[CH2:37][CH2:36]1.